Task: Predict the reactants needed to synthesize the given product.. Dataset: Full USPTO retrosynthesis dataset with 1.9M reactions from patents (1976-2016) Given the product [F:27][C:2]([F:1])([F:26])[C:3]1[CH:8]=[CH:7][CH:6]=[CH:5][C:4]=1[C:9]1[CH:10]=[CH:11][C:12]([CH2:15][CH2:16][C:17]2[CH:18]=[C:19]3[C:23](=[CH:24][CH:25]=2)[NH:22][CH2:21][CH2:20]3)=[CH:13][CH:14]=1, predict the reactants needed to synthesize it. The reactants are: [F:1][C:2]([F:27])([F:26])[C:3]1[CH:8]=[CH:7][CH:6]=[CH:5][C:4]=1[C:9]1[CH:14]=[CH:13][C:12]([CH2:15][CH2:16][C:17]2[CH:18]=[C:19]3[C:23](=[CH:24][CH:25]=2)[NH:22][CH:21]=[CH:20]3)=[CH:11][CH:10]=1.[BH3-]C#N.[Na+].C([O-])(O)=O.[Na+].